From a dataset of Catalyst prediction with 721,799 reactions and 888 catalyst types from USPTO. Predict which catalyst facilitates the given reaction. (1) Reactant: [CH2:1]([O:8][C:9]([N:11]1[CH2:15][CH2:14][CH:13]([CH:16]=O)[CH2:12]1)=[O:10])[C:2]1[CH:7]=[CH:6][CH:5]=[CH:4][CH:3]=1.C(OP([CH2:26][C:27]#[N:28])(=O)OCC)C.C(=O)([O-])[O-].[Cs+].[Cs+]. Product: [CH2:1]([O:8][C:9]([N:11]1[CH2:15][CH2:14][CH:13]([CH:16]=[CH:26][C:27]#[N:28])[CH2:12]1)=[O:10])[C:2]1[CH:7]=[CH:6][CH:5]=[CH:4][CH:3]=1. The catalyst class is: 1. (2) Reactant: [OH:1][C:2]1[CH:7]=[CH:6][C:5]([N+:8]([O-:10])=[O:9])=[CH:4][N:3]=1.[I-].C[N+]1C=CN([C:18](=[O:27])[N:19]([CH3:26])[C:20]2[CH:25]=[CH:24][CH:23]=[CH:22][CH:21]=2)C=1.C(N(CC)CC)C. Product: [N+:8]([C:5]1[CH:6]=[CH:7][C:2]([O:1][C:18](=[O:27])[N:19]([CH3:26])[C:20]2[CH:25]=[CH:24][CH:23]=[CH:22][CH:21]=2)=[N:3][CH:4]=1)([O-:10])=[O:9]. The catalyst class is: 10. (3) Product: [CH2:4]([O:6][C:7]([C:8]1[S:9][C:10]([CH3:11])=[C:12]2[C:17]=1[CH2:16][C@H:15]1[C:14]([CH3:20])([CH3:19])[C@H:13]12)=[O:21])[CH3:5]. Reactant: C(O)C.[CH2:4]([O:6][C:7](=[O:21])[CH2:8][S:9]/[C:10](=[C:12]1/[C@H:13]2[C@@H:15]([CH2:16][C:17]/1=O)[C:14]2([CH3:20])[CH3:19])/[CH3:11])[CH3:5]. The catalyst class is: 74. (4) Reactant: [C:1]([C:4]1[CH:13]([C:14]2[CH:21]=[CH:20][C:17]([C:18]#[N:19])=[CH:16][C:15]=2[CH2:22][CH3:23])[C:12]2[C:11](=[O:24])[NH:10][CH:9]=[CH:8][C:7]=2[NH:6][C:5]=1[CH3:25])(=[O:3])[CH3:2].F[B-](F)(F)F.[CH2:31]([O+](CC)CC)[CH3:32].CO. Product: [C:1]([C:4]1[CH:13]([C:14]2[CH:21]=[CH:20][C:17]([C:18]#[N:19])=[CH:16][C:15]=2[CH2:22][CH3:23])[C:12]2[C:7](=[CH:8][CH:9]=[N:10][C:11]=2[O:24][CH2:31][CH3:32])[NH:6][C:5]=1[CH3:25])(=[O:3])[CH3:2]. The catalyst class is: 4. (5) Reactant: C(Cl)(=O)C.[CH3:5][O:6][C:7]1[CH:8]=[C:9]([C:13]([N:15]2[C:24]3[C:19](=[CH:20][CH:21]=[CH:22][CH:23]=3)[C@H:18]([NH:25][C:26]3[CH:31]=[CH:30][CH:29]=[CH:28][CH:27]=3)[CH2:17][C@@H:16]2[CH3:32])=[O:14])[CH:10]=[CH:11][CH:12]=1.[CH2:33]([N:35]=[C:36]=[O:37])[CH3:34]. Product: [CH2:33]([NH:35][C:36](=[O:37])[N:25]([C@H:18]1[C:19]2[C:24](=[CH:23][CH:22]=[CH:21][CH:20]=2)[N:15]([C:13](=[O:14])[C:9]2[CH:10]=[CH:11][CH:12]=[C:7]([O:6][CH3:5])[CH:8]=2)[C@@H:16]([CH3:32])[CH2:17]1)[C:26]1[CH:31]=[CH:30][CH:29]=[CH:28][CH:27]=1)[CH3:34]. The catalyst class is: 3.